Predict the product of the given reaction. From a dataset of Forward reaction prediction with 1.9M reactions from USPTO patents (1976-2016). (1) Given the reactants [Cl:1][C:2]1[CH:10]=[CH:9][C:8]2[N:7]([CH2:11][C:12]([O:14]CC)=[O:13])[C:6]3[CH2:17][CH2:18][N:19]([C:22]([O:24][C:25]([CH3:28])([CH3:27])[CH3:26])=[O:23])[CH2:20][CH2:21][C:5]=3[C:4]=2[C:3]=1[Cl:29].[OH-].[K+].Cl, predict the reaction product. The product is: [C:25]([O:24][C:22]([N:19]1[CH2:20][CH2:21][C:5]2[C:4]3[C:3]([Cl:29])=[C:2]([Cl:1])[CH:10]=[CH:9][C:8]=3[N:7]([CH2:11][C:12]([OH:14])=[O:13])[C:6]=2[CH2:17][CH2:18]1)=[O:23])([CH3:28])([CH3:26])[CH3:27]. (2) Given the reactants [ClH:1].Cl.Cl.[CH:4]1([NH:7][C:8]([C:10]2[C:18]3[CH:17]=[C:16]([C:19]4[C:24]([Cl:25])=[CH:23][N:22]=[C:21]([NH:26][CH2:27][CH2:28][CH2:29][N:30]5[CH2:35][CH2:34][N:33]([CH3:36])[CH2:32][CH2:31]5)[N:20]=4)[S:15][C:14]=3[CH:13]=[CH:12][CH:11]=2)=[O:9])CC1.CNC(C1C2C=C(C3C([Br:56])=CN=C([Cl:57])N=3)SC=2C=CC=1)=O, predict the reaction product. The product is: [ClH:25].[ClH:57].[ClH:1].[CH3:4][NH:7][C:8]([C:10]1[C:18]2[CH:17]=[C:16]([C:19]3[C:24]([Br:56])=[CH:23][N:22]=[C:21]([NH:26][CH2:27][CH2:28][CH2:29][N:30]4[CH2:35][CH2:34][N:33]([CH3:36])[CH2:32][CH2:31]4)[N:20]=3)[S:15][C:14]=2[CH:13]=[CH:12][CH:11]=1)=[O:9]. (3) Given the reactants [NH2:1][C:2]1[CH:3]=[N:4][CH:5]=[CH:6][C:7]=1[N:8]1[CH2:13][CH2:12][CH2:11][C@H:10]([NH:14][C:15](=[O:21])[O:16][C:17]([CH3:20])([CH3:19])[CH3:18])[CH2:9]1.[C:22]([O:26][C:27]([NH:29][C:30]1[O:38][C:37]2[C:32](=[N:33][CH:34]=[C:35]([CH2:39][CH3:40])[CH:36]=2)[C:31]=1[C:41](O)=[O:42])=[O:28])([CH3:25])([CH3:24])[CH3:23].CN(C(ON1N=NC2C=CC=NC1=2)=[N+](C)C)C.F[P-](F)(F)(F)(F)F.CCN(C(C)C)C(C)C, predict the reaction product. The product is: [C:22]([O:26][C:27]([NH:29][C:30]1[O:38][C:37]2[C:32](=[N:33][CH:34]=[C:35]([CH2:39][CH3:40])[CH:36]=2)[C:31]=1[C:41]([NH:1][C:2]1[CH:3]=[N:4][CH:5]=[CH:6][C:7]=1[N:8]1[CH2:13][CH2:12][CH2:11][C@H:10]([NH:14][C:15](=[O:21])[O:16][C:17]([CH3:18])([CH3:20])[CH3:19])[CH2:9]1)=[O:42])=[O:28])([CH3:24])([CH3:23])[CH3:25]. (4) Given the reactants I[C:2]1[C:10]2[C:5](=[CH:6][C:7]([CH:11]=[O:12])=[CH:8][CH:9]=2)[N:4]([CH:13]2[CH2:18][CH2:17][CH2:16][CH2:15][O:14]2)[N:3]=1.[CH:19]([C:21]1[CH:26]=[CH:25][CH:24]=[CH:23][N:22]=1)=[CH2:20].CCN(C(C)C)C(C)C.CC1C=CC=CC=1P(C1C=CC=CC=1C)C1C=CC=CC=1C, predict the reaction product. The product is: [N:22]1[CH:23]=[CH:24][CH:25]=[CH:26][C:21]=1/[CH:19]=[CH:20]/[C:2]1[C:10]2[C:5](=[CH:6][C:7]([CH:11]=[O:12])=[CH:8][CH:9]=2)[N:4]([CH:13]2[CH2:18][CH2:17][CH2:16][CH2:15][O:14]2)[N:3]=1. (5) Given the reactants [CH3:1][C:2]1[CH:7]=[CH:6][CH:5]=[C:4]([CH3:8])[C:3]=1[NH:9][C:10]([NH:12]C(=O)C1C=CC=CC=1)=[S:11].[OH-].[Na+], predict the reaction product. The product is: [CH3:8][C:4]1[CH:5]=[CH:6][CH:7]=[C:2]([CH3:1])[C:3]=1[NH:9][C:10]([NH2:12])=[S:11].